From a dataset of Full USPTO retrosynthesis dataset with 1.9M reactions from patents (1976-2016). Predict the reactants needed to synthesize the given product. (1) Given the product [CH3:7][O:8][C:9](=[O:22])[C:10]1[C:15]([N+:16]([O-:18])=[O:17])=[CH:14][CH:13]=[CH:12][C:11]=1[C:19](=[O:20])[CH3:2], predict the reactants needed to synthesize it. The reactants are: [Cu][C:2]#N.C[Mg]Br.[CH3:7][O:8][C:9](=[O:22])[C:10]1[C:15]([N+:16]([O-:18])=[O:17])=[CH:14][CH:13]=[CH:12][C:11]=1[C:19](Cl)=[O:20]. (2) Given the product [Br:1][C:2]1[C:18]([O:19][CH3:20])=[CH:17][C:5]2[CH2:6][CH2:7][C:8]3[C:12]([C:4]=2[CH:3]=1)=[N:11][N:10]([CH2:37][CH2:36][CH2:35][NH:34][C:27]([O:29][C:30]([CH3:31])([CH3:33])[CH3:32])=[O:28])[C:9]=3[C:13]([O:15][CH3:16])=[O:14], predict the reactants needed to synthesize it. The reactants are: [Br:1][C:2]1[C:18]([O:19][CH3:20])=[CH:17][C:5]2[CH2:6][CH2:7][C:8]3[C:12]([C:4]=2[CH:3]=1)=[N:11][NH:10][C:9]=3[C:13]([O:15][CH3:16])=[O:14].CC(C)([O-])C.[Li+].[C:27]([NH:34][CH2:35][CH2:36][CH2:37]Br)([O:29][C:30]([CH3:33])([CH3:32])[CH3:31])=[O:28]. (3) Given the product [Br-:1].[O:4]=[C:3]([C:5]1[CH:10]=[CH:9][C:8]([CH3:11])=[CH:7][CH:6]=1)[CH2:2][N+:12]1[CH:17]=[CH:16][CH:15]=[CH:14][CH:13]=1, predict the reactants needed to synthesize it. The reactants are: [Br:1][CH2:2][C:3]([C:5]1[CH:10]=[CH:9][C:8]([CH3:11])=[CH:7][CH:6]=1)=[O:4].[N:12]1[CH:17]=[CH:16][CH:15]=[CH:14][CH:13]=1. (4) Given the product [CH3:28][O:27][C:26]1[C:9]([C:70]([NH2:69])=[O:71])=[CH:10][C:11]2[CH2:12][CH2:13][C@@H:14]3[C@@H:23]([C:24]=2[CH:25]=1)[CH2:22][CH2:21][C@@:19]1([CH3:20])[C@H:15]3[CH2:16][CH2:17][C:18]1=[O:29], predict the reactants needed to synthesize it. The reactants are: FC(S(O[C:9]1[C:26]([O:27][CH3:28])=[CH:25][C:24]2[C@@H:23]3[C@H:14]([C@H:15]4[C@@:19]([CH2:21][CH2:22]3)([CH3:20])[C:18](=[O:29])[CH2:17][CH2:16]4)[CH2:13][CH2:12][C:11]=2[CH:10]=1)(=O)=O)(F)F.C1(P(C2C=CC=CC=2)CCCP(C2C=CC=CC=2)C2C=CC=CC=2)C=CC=CC=1.C[Si](C)(C)N[Si](C)(C)C.C[N:69](C)[CH:70]=[O:71].